From a dataset of Reaction yield outcomes from USPTO patents with 853,638 reactions. Predict the reaction yield, written as a fraction of the theoretical maximum amount of product (1.0 means a 100% yield; for example, 0.34 means a 34% yield). (1) The reactants are CC(OI1(OC(C)=O)(OC(C)=O)OC(=O)C2C=CC=CC1=2)=O.[F:23][C:24]([F:44])([F:43])[C:25]1[CH:26]=[CH:27][C:28]([O:31][C:32]2[CH:42]=[CH:41][C:35]([O:36][CH:37]([CH3:40])[CH2:38][OH:39])=[CH:34][CH:33]=2)=[N:29][CH:30]=1. The catalyst is C(Cl)Cl. The product is [F:43][C:24]([F:23])([F:44])[C:25]1[CH:26]=[CH:27][C:28]([O:31][C:32]2[CH:42]=[CH:41][C:35]([O:36][CH:37]([CH3:40])[CH:38]=[O:39])=[CH:34][CH:33]=2)=[N:29][CH:30]=1. The yield is 0.760. (2) The reactants are [F:1][CH2:2][CH:3]([OH:40])[CH2:4][O:5][C@H:6]1[CH2:11][CH2:10][C@H:9]([N:12]2[C:17](=[O:18])[C:16]([CH2:19][C:20]3[CH:25]=[CH:24][C:23]([C:26]4[C:27]([C:32]#[N:33])=[CH:28][CH:29]=[CH:30][CH:31]=4)=[CH:22][CH:21]=3)=[C:15]([CH2:34][CH2:35][CH3:36])[N:14]3[N:37]=[CH:38][N:39]=[C:13]23)[CH2:8][CH2:7]1.[CH3:41]C(OI1(OC(C)=O)(OC(C)=O)OC(=O)C2C=CC=CC1=2)=O.C(=O)([O-])O.[Na+].S([O-])([O-])(=O)=S.[Na+].[Na+]. The catalyst is C(#N)C. The product is [F:1][CH2:2][C:3]1([CH2:4][O:5][C@H:6]2[CH2:11][CH2:10][C@H:9]([N:12]3[C:17](=[O:18])[C:16]([CH2:19][C:20]4[CH:25]=[CH:24][C:23]([C:26]5[C:27]([C:32]#[N:33])=[CH:28][CH:29]=[CH:30][CH:31]=5)=[CH:22][CH:21]=4)=[C:15]([CH2:34][CH2:35][CH3:36])[N:14]4[N:37]=[CH:38][N:39]=[C:13]34)[CH2:8][CH2:7]2)[CH2:41][O:40]1. The yield is 0.520. (3) The reactants are [C:1]([O:5][C:6]([NH:8][CH2:9][C:10]([OH:12])=O)=[O:7])([CH3:4])([CH3:3])[CH3:2].Cl.[CH3:14][NH:15][O:16][CH3:17].CCN=C=NCCCN(C)C.C1C=CC2N(O)N=NC=2C=1.CN1CCOCC1. The catalyst is C(Cl)Cl. The product is [CH3:17][O:16][N:15]([CH3:14])[C:10](=[O:12])[CH2:9][NH:8][C:6](=[O:7])[O:5][C:1]([CH3:2])([CH3:3])[CH3:4]. The yield is 0.710.